Dataset: Forward reaction prediction with 1.9M reactions from USPTO patents (1976-2016). Task: Predict the product of the given reaction. (1) Given the reactants [C:1]([C:5]1[N:6]([OH:25])[C:7]2[C:16]3[CH:15]=[N:14][N:13]=[C:12]([O:17]C)[C:11]=3[C:10]3[CH:19]=[C:20]([F:23])[CH:21]=[CH:22][C:9]=3[C:8]=2[N:24]=1)([CH3:4])([CH3:3])[CH3:2], predict the reaction product. The product is: [C:1]([C:5]1[N:6]([OH:25])[C:7]2[C:16]3[CH:15]=[N:14][N:13]=[C:12]([OH:17])[C:11]=3[C:10]3[CH:19]=[C:20]([F:23])[CH:21]=[CH:22][C:9]=3[C:8]=2[N:24]=1)([CH3:4])([CH3:2])[CH3:3]. (2) The product is: [F:18][C:15]1[CH:14]=[CH:13][C:12]([N:8]2[C:9]3[C:4](=[CH:3][C:2]([N:26]([CH3:25])[CH2:27][C:28]4[CH:29]=[N:30][CH:31]=[CH:32][CH:33]=4)=[CH:11][CH:10]=3)[C:5](=[O:24])[C:6]([C:19]([O:21][CH2:22][CH3:23])=[O:20])=[CH:7]2)=[CH:17][CH:16]=1. Given the reactants Br[C:2]1[CH:3]=[C:4]2[C:9](=[CH:10][CH:11]=1)[N:8]([C:12]1[CH:17]=[CH:16][C:15]([F:18])=[CH:14][CH:13]=1)[CH:7]=[C:6]([C:19]([O:21][CH2:22][CH3:23])=[O:20])[C:5]2=[O:24].[CH3:25][NH:26][CH2:27][C:28]1[CH:29]=[N:30][CH:31]=[CH:32][CH:33]=1.C(=O)([O-])[O-].[Cs+].[Cs+].C1(P(C2C=CC=CC=2)C2C3OC4C(=CC=CC=4P(C4C=CC=CC=4)C4C=CC=CC=4)C(C)(C)C=3C=CC=2)C=CC=CC=1, predict the reaction product. (3) Given the reactants [CH2:1]([O:3][C:4](=[O:16])[C:5]([O:8][C:9]1[CH:14]=[CH:13][CH:12]=[C:11]([NH2:15])[CH:10]=1)([CH3:7])[CH3:6])[CH3:2].N1C=CC=CC=1.[C:23](Cl)(=[O:25])[CH3:24], predict the reaction product. The product is: [CH2:1]([O:3][C:4](=[O:16])[C:5]([O:8][C:9]1[CH:14]=[CH:13][CH:12]=[C:11]([NH:15][C:23](=[O:25])[CH3:24])[CH:10]=1)([CH3:7])[CH3:6])[CH3:2]. (4) Given the reactants C([N:8](CC1C=CC=CC=1)[C@H:9]1[CH2:13][CH2:12][C@H:11]([C:14]([OH:17])([CH3:16])[CH3:15])[CH2:10]1)C1C=CC=CC=1.CC(=O)OCC, predict the reaction product. The product is: [NH2:8][C@H:9]1[CH2:13][CH2:12][C@H:11]([C:14]([OH:17])([CH3:16])[CH3:15])[CH2:10]1. (5) The product is: [CH3:13][CH:14]([CH2:17][C:18]1[CH:23]=[CH:22][CH:21]=[CH:20][CH:19]=1)[CH2:15][N:16]1[CH2:10][C:5]2[C:4](=[CH:9][CH:8]=[CH:7][CH:6]=2)[C:3]1=[O:12]. Given the reactants CO[C:3](=[O:12])[C:4]1[CH:9]=[CH:8][CH:7]=[CH:6][C:5]=1[CH2:10]Br.[CH3:13][CH:14]([CH2:17][C:18]1[CH:23]=[CH:22][CH:21]=[CH:20][CH:19]=1)[CH2:15][NH2:16].C([O-])([O-])=O.[K+].[K+].C(OCC)(=O)C, predict the reaction product. (6) Given the reactants [Br:1][C:2]1[CH:10]=[C:6]([C:7]([OH:9])=O)[C:5]([OH:11])=[CH:4][CH:3]=1.[Cl:12][C:13]1[CH:14]=[C:15]([CH:17]=[CH:18][CH:19]=1)[NH2:16], predict the reaction product. The product is: [Br:1][C:2]1[CH:3]=[CH:4][C:5]([OH:11])=[C:6]([CH:10]=1)[C:7]([NH:16][C:15]1[CH:17]=[CH:18][CH:19]=[C:13]([Cl:12])[CH:14]=1)=[O:9]. (7) Given the reactants [CH3:1][O:2][C:3]1[CH:22]=[CH:21][C:6]([CH2:7][N:8]2[CH:12]=[C:11]([C:13]3[CH:18]=[CH:17][N:16]=[C:15](SC)[N:14]=3)[CH:10]=[N:9]2)=[CH:5][CH:4]=1.C1C=C(Cl)C=C(C(OO)=O)C=1.[NH2:34][C:35]1[C:36]([F:43])=[CH:37][C:38]([CH3:42])=[C:39]([OH:41])[CH:40]=1.C([O-])([O-])=O.[K+].[K+], predict the reaction product. The product is: [CH3:1][O:2][C:3]1[CH:22]=[CH:21][C:6]([CH2:7][N:8]2[CH:12]=[C:11]([C:13]3[CH:18]=[CH:17][N:16]=[C:15]([O:41][C:39]4[C:38]([CH3:42])=[CH:37][C:36]([F:43])=[C:35]([NH2:34])[CH:40]=4)[N:14]=3)[CH:10]=[N:9]2)=[CH:5][CH:4]=1. (8) Given the reactants [CH:1]1([C:4](Cl)=[O:5])[CH2:3][CH2:2]1.[F:7][C:8]([F:36])([F:35])[C:9]1([C:25]2[CH:30]=[CH:29][CH:28]=[C:27]([C:31]([F:34])([F:33])[F:32])[CH:26]=2)[CH2:13][C:12]2[CH:14]=[C:15]([C:18]3[CH:19]=[C:20]([CH:22]=[CH:23][CH:24]=3)[NH2:21])[CH:16]=[CH:17][C:11]=2[O:10]1.CCN(CC)CC.O, predict the reaction product. The product is: [F:36][C:8]([F:7])([F:35])[C:9]1([C:25]2[CH:30]=[CH:29][CH:28]=[C:27]([C:31]([F:34])([F:32])[F:33])[CH:26]=2)[CH2:13][C:12]2[CH:14]=[C:15]([C:18]3[CH:19]=[C:20]([NH:21][C:4]([CH:1]4[CH2:3][CH2:2]4)=[O:5])[CH:22]=[CH:23][CH:24]=3)[CH:16]=[CH:17][C:11]=2[O:10]1. (9) Given the reactants [CH3:1][C:2]1([CH2:18][C:19]2[O:20][CH:21]=[CH:22][N:23]=2)[C:10]2[C:5](=[CH:6][CH:7]=[CH:8][CH:9]=2)[N:4]([CH:11]2[CH2:16][CH2:15][NH:14][CH2:13][CH2:12]2)[C:3]1=[O:17].[CH:24]1[C:33]2[CH:34]3[CH:36]([C:31]4[C:32]=2[C:27]([CH:28]=[CH:29][CH:30]=4)=[CH:26][CH:25]=1)[O:35]3.O, predict the reaction product. The product is: [OH:35][CH:34]1[C:33]2[C:32]3[C:27]([CH:26]=[CH:25][CH:24]=2)=[CH:28][CH:29]=[CH:30][C:31]=3[CH:36]1[N:14]1[CH2:15][CH2:16][CH:11]([N:4]2[C:5]3[C:10](=[CH:9][CH:8]=[CH:7][CH:6]=3)[C:2]([CH3:1])([CH2:18][C:19]3[O:20][CH:21]=[CH:22][N:23]=3)[C:3]2=[O:17])[CH2:12][CH2:13]1. (10) Given the reactants [C:1]([OH:7])([C:3]([F:6])([F:5])[F:4])=[O:2].[CH:8]1[C:17]2[C:12](=[CH:13][C:14]([N:18]3[CH2:34][CH2:33][C:21]4([CH2:25][N:24](C(OC(C)(C)C)=O)[CH2:23][CH2:22]4)[CH2:20][CH2:19]3)=[CH:15][CH:16]=2)[CH:11]=[CH:10][N:9]=1, predict the reaction product. The product is: [F:4][C:3]([F:6])([F:5])[C:1]([OH:7])=[O:2].[CH2:25]1[C:21]2([CH2:20][CH2:19][N:18]([C:14]3[CH:13]=[C:12]4[C:17](=[CH:16][CH:15]=3)[CH:8]=[N:9][CH:10]=[CH:11]4)[CH2:34][CH2:33]2)[CH2:22][CH2:23][NH:24]1.